From a dataset of Reaction yield outcomes from USPTO patents with 853,638 reactions. Predict the reaction yield, written as a fraction of the theoretical maximum amount of product (1.0 means a 100% yield; for example, 0.34 means a 34% yield). (1) The product is [CH3:15][CH:16]1[NH:17][CH2:18][CH2:19][N:20]([CH2:2][C:3]2[C:11]3[O:10][CH:9]=[CH:8][C:7]=3[CH:6]=[C:5]([N+:12]([O-:14])=[O:13])[CH:4]=2)[CH2:21]1. The reactants are Br[CH2:2][C:3]1[C:11]2[O:10][CH:9]=[CH:8][C:7]=2[CH:6]=[C:5]([N+:12]([O-:14])=[O:13])[CH:4]=1.[CH3:15][CH:16]1[CH2:21][NH:20][CH2:19][CH2:18][NH:17]1. The yield is 0.870. No catalyst specified. (2) The reactants are [C:1]([O:8][CH3:9])(=[O:7])/[CH:2]=[CH:3]/[C:4]([OH:6])=[O:5].Cl[CH2:11][C:12]([N:14]1[CH2:19][CH2:18][O:17][CH2:16][CH2:15]1)=[O:13].C(=O)([O-])O.[Cs+]. The catalyst is CN1C(=O)CCC1. The product is [C:1]([O:8][CH3:9])(=[O:7])/[CH:2]=[CH:3]/[C:4]([O:6][CH2:11][C:12]([N:14]1[CH2:19][CH2:18][O:17][CH2:16][CH2:15]1)=[O:13])=[O:5]. The yield is 0.350. (3) The reactants are [OH:1][C:2]1[CH:7]=[CH:6][C:5]([CH:8]([CH:12]2C(=O)OC(C)(C)[O:14][C:13]2=[O:21])[C:9]#[C:10][CH3:11])=[CH:4][CH:3]=1.O.Cl. The yield is 1.00. The catalyst is C(C(CC)=O)C. The product is [OH:1][C:2]1[CH:3]=[CH:4][C:5]([CH:8]([C:9]#[C:10][CH3:11])[CH2:12][C:13]([OH:21])=[O:14])=[CH:6][CH:7]=1. (4) The reactants are Cl.[F:2][C:3]1[C:4]([O:18]C)=[N:5][C:6]([C:9]2[CH:10]=[N:11][N:12]3[CH:17]=[CH:16][N:15]=[CH:14][C:13]=23)=[N:7][CH:8]=1.[OH-].[Na+]. No catalyst specified. The product is [F:2][C:3]1[C:4]([OH:18])=[N:5][C:6]([C:9]2[CH:10]=[N:11][N:12]3[CH:17]=[CH:16][N:15]=[CH:14][C:13]=23)=[N:7][CH:8]=1. The yield is 0.720.